From a dataset of Catalyst prediction with 721,799 reactions and 888 catalyst types from USPTO. Predict which catalyst facilitates the given reaction. (1) Reactant: [F:1][C:2]1[C:15]2[C:14](=[O:16])[C:13]3[C:8](=[CH:9][CH:10]=[CH:11][CH:12]=3)[S:7][C:6]=2[C:5]([OH:17])=[CH:4][CH:3]=1.C(=O)([O-])[O-].[K+].[K+].Cl[CH2:25][CH:26]([OH:29])[CH2:27][OH:28]. Product: [F:1][C:2]1[C:15]2[C:14](=[O:16])[C:13]3[C:8](=[CH:9][CH:10]=[CH:11][CH:12]=3)[S:7][C:6]=2[C:5]([OH:17])=[CH:4][CH:3]=1.[OH:29][CH:26]([CH2:27][OH:28])[CH2:25][O:17][C:5]1[C:6]2[S:7][C:8]3[C:13](=[CH:12][CH:11]=[CH:10][CH:9]=3)[C:14](=[O:16])[C:15]=2[C:2]([F:1])=[CH:3][CH:4]=1. The catalyst class is: 10. (2) The catalyst class is: 12. Reactant: [F:1][CH:2]([F:34])[O:3][C:4]1[CH:9]=[CH:8][C:7]([C:10]2[C:15]([F:16])=[CH:14][N:13]=[C:12]([CH2:17][NH:18][C:19]([C@@H:21]3[CH2:25][C@@H:24]([F:26])[CH2:23][N:22]3C(OC(C)(C)C)=O)=[O:20])[CH:11]=2)=[CH:6][CH:5]=1.[ClH:35]. Product: [ClH:35].[F:34][CH:2]([F:1])[O:3][C:4]1[CH:5]=[CH:6][C:7]([C:10]2[C:15]([F:16])=[CH:14][N:13]=[C:12]([CH2:17][NH:18][C:19]([C@@H:21]3[CH2:25][C@@H:24]([F:26])[CH2:23][NH:22]3)=[O:20])[CH:11]=2)=[CH:8][CH:9]=1. (3) Reactant: [F:1][C:2]1[C:11]([I:12])=[CH:10][C:5]([C:6]([O:8]C)=[O:7])=[C:4]([O:13][CH3:14])[CH:3]=1.[OH-].[Li+].CO.Cl. Product: [F:1][C:2]1[C:11]([I:12])=[CH:10][C:5]([C:6]([OH:8])=[O:7])=[C:4]([O:13][CH3:14])[CH:3]=1. The catalyst class is: 20. (4) Reactant: [CH3:1][O:2][C:3]([C:5]1[S:6][C:7]([N+:11]([O-:13])=[O:12])=[C:8](Br)[CH:9]=1)=[O:4].[CH3:14][C:15]1[O:16][CH:17]=[CH:18][C:19]=1[SH:20]. Product: [CH3:1][O:2][C:3]([C:5]1[S:6][C:7]([N+:11]([O-:13])=[O:12])=[C:8]([S:20][C:19]2[CH:18]=[CH:17][O:16][C:15]=2[CH3:14])[CH:9]=1)=[O:4]. The catalyst class is: 1. (5) Reactant: [H-].[Na+].[NH:3]1[CH:7]=[CH:6][CH:5]=[CH:4]1.[CH:8]([Si:11](Cl)([CH:15]([CH3:17])[CH3:16])[CH:12]([CH3:14])[CH3:13])([CH3:10])[CH3:9]. Product: [CH:8]([Si:11]([CH:15]([CH3:17])[CH3:16])([CH:12]([CH3:14])[CH3:13])[N:3]1[CH:7]=[CH:6][CH:5]=[CH:4]1)([CH3:10])[CH3:9]. The catalyst class is: 1. (6) Reactant: [C:1]([O:5][C:6]([NH:8][C@@H:9]([CH2:13][C:14]1[CH:19]=[CH:18][CH:17]=[CH:16][CH:15]=1)[C:10](O)=[O:11])=[O:7])([CH3:4])([CH3:3])[CH3:2].N[C@@H](CCSSCC[C@H](N)C(O)=O)C(O)=O.N1(O[C:46](N(C)C)=[N+:47](C)[CH3:48])C2C=CC=CC=2N=N1.C(N(C(C)C)CC)(C)C.CNC.O1CCCC1. Product: [C:1]([O:5][C:6](=[O:7])[NH:8][C@H:9]([C:10](=[O:11])[N:47]([CH3:48])[CH3:46])[CH2:13][C:14]1[CH:19]=[CH:18][CH:17]=[CH:16][CH:15]=1)([CH3:4])([CH3:3])[CH3:2]. The catalyst class is: 42. (7) Reactant: [NH2:1][CH2:2][C:3]1[CH:8]=[CH:7][C:6]([CH:9]([CH3:31])[C:10]([NH:12][CH2:13][C:14]2[C:15]([C:24]3[CH:25]=[C:26]([CH3:30])[CH:27]=[CH:28][CH:29]=3)=[N:16][C:17]([C:20]([F:23])([F:22])[F:21])=[CH:18][CH:19]=2)=[O:11])=[CH:5][C:4]=1[F:32].[C:33]([O:37][C:38]([NH:40][S:41](N1C=CC(=[N+](C)C)C=C1)(=[O:43])=[O:42])=[O:39])([CH3:36])([CH3:35])[CH3:34].C(N(CC)CC)C. Product: [F:32][C:4]1[CH:5]=[C:6]([CH:9]([CH3:31])[C:10](=[O:11])[NH:12][CH2:13][C:14]2[C:15]([C:24]3[CH:25]=[C:26]([CH3:30])[CH:27]=[CH:28][CH:29]=3)=[N:16][C:17]([C:20]([F:23])([F:21])[F:22])=[CH:18][CH:19]=2)[CH:7]=[CH:8][C:3]=1[CH2:2][NH:1][S:41]([NH:40][C:38](=[O:39])[O:37][C:33]([CH3:35])([CH3:34])[CH3:36])(=[O:42])=[O:43]. The catalyst class is: 4. (8) Reactant: C(O[BH-](OC(=O)C)OC(=O)C)(=O)C.[Na+].[CH2:15]([CH:17]([NH:20][CH2:21][CH2:22][NH:23][C:24](=[O:33])[O:25][CH2:26][C:27]1[CH:32]=[CH:31][CH:30]=[CH:29][CH:28]=1)[CH2:18][CH3:19])[CH3:16].[CH3:34][CH:35]([CH3:39])[CH2:36]C=O.C(O)(=O)C. Product: [CH2:15]([CH:17]([N:20]([CH2:34][CH:35]([CH3:39])[CH3:36])[CH2:21][CH2:22][NH:23][C:24](=[O:33])[O:25][CH2:26][C:27]1[CH:32]=[CH:31][CH:30]=[CH:29][CH:28]=1)[CH2:18][CH3:19])[CH3:16]. The catalyst class is: 4. (9) Product: [CH:40]1([C:37]2[CH:36]=[CH:35][C:34]([C:33]3[CH:32]=[C:31]([OH:30])[C:52]4[C:47](=[CH:48][CH:49]=[C:50]([NH:53][C:54](=[O:56])[CH3:55])[CH:51]=4)[N:46]=3)=[CH:39][CH:38]=2)[CH2:41][CH2:42][CH2:43][CH2:44][CH2:45]1. Reactant: C1C=CC(C2C=CC=CC=2)=CC=1.C1C=CC(OC2C=CC=CC=2)=CC=1.C([O:30][C:31](=O)[CH:32]=[C:33]([NH:46][C:47]1[CH:52]=[CH:51][C:50]([NH:53][C:54](=[O:56])[CH3:55])=[CH:49][CH:48]=1)[C:34]1[CH:39]=[CH:38][C:37]([CH:40]2[CH2:45][CH2:44][CH2:43][CH2:42][CH2:41]2)=[CH:36][CH:35]=1)CCC. The catalyst class is: 81.